This data is from Full USPTO retrosynthesis dataset with 1.9M reactions from patents (1976-2016). The task is: Predict the reactants needed to synthesize the given product. (1) Given the product [O:33]1[CH2:32][CH2:31][N:30]([C:28]([C:26]2[N:27]=[C:23]([N:21]3[CH2:22][CH:19]([OH:18])[CH2:20]3)[S:24][CH:25]=2)=[O:29])[CH2:35][CH2:34]1, predict the reactants needed to synthesize it. The reactants are: [Si]([O:18][CH:19]1[CH2:22][N:21]([C:23]2[S:24][CH:25]=[C:26]([C:28]([N:30]3[CH2:35][CH2:34][O:33][CH2:32][CH2:31]3)=[O:29])[N:27]=2)[CH2:20]1)(C(C)(C)C)(C1C=CC=CC=1)C1C=CC=CC=1.[F-].C([N+](CCCC)(CCCC)CCCC)CCC. (2) Given the product [Cl:12][C:11]1[C:2]([NH:1][C:28](=[O:29])[CH2:27][C:24]2[CH:23]=[CH:22][C:21]([C:20]([F:31])([F:19])[F:32])=[CH:26][CH:25]=2)=[C:3]2[C:8](=[CH:9][CH:10]=1)[C:7](=[O:13])[N:6]([C@@H:14]([CH3:18])[C:15]([NH2:17])=[O:16])[CH:5]=[CH:4]2, predict the reactants needed to synthesize it. The reactants are: [NH2:1][C:2]1[C:11]([Cl:12])=[CH:10][CH:9]=[C:8]2[C:3]=1[CH:4]=[CH:5][N:6]([C@@H:14]([CH3:18])[C:15]([NH2:17])=[O:16])[C:7]2=[O:13].[F:19][C:20]([F:32])([F:31])[C:21]1[CH:26]=[CH:25][C:24]([CH2:27][C:28](O)=[O:29])=[CH:23][CH:22]=1.C(N(CC)C(C)C)(C)C.F[P-](F)(F)(F)(F)F.C[N+](C)=C(N(C)C)ON1C2N=CC=CC=2N=N1. (3) Given the product [CH2:29]([O:28][CH2:27][C:13]1[N:14]([CH2:15][CH:16]2[O:20][N:19]=[C:18]([C:21]3[CH:26]=[CH:25][CH:24]=[CH:23][CH:22]=3)[CH2:17]2)[C:10]2[C:9]3[CH:8]=[CH:7][CH:6]=[CH:5][C:4]=3[N:3]=[C:2]([NH2:31])[C:11]=2[N:12]=1)[CH3:30], predict the reactants needed to synthesize it. The reactants are: Cl[C:2]1[C:11]2[N:12]=[C:13]([CH2:27][O:28][CH2:29][CH3:30])[N:14]([CH2:15][CH:16]3[O:20][N:19]=[C:18]([C:21]4[CH:26]=[CH:25][CH:24]=[CH:23][CH:22]=4)[CH2:17]3)[C:10]=2[C:9]2[CH:8]=[CH:7][CH:6]=[CH:5][C:4]=2[N:3]=1.[NH3:31].C(Cl)(Cl)Cl.ClCCl. (4) The reactants are: [C:1]([CH2:3][C:4](N)=O)#[N:2].F[B-](F)(F)F.C([O+](CC)CC)C.[NH2:19][C:20]1[C:21]([NH:29][C@H:30]2[CH2:35][CH2:34][C@H:33]([CH2:36][NH:37][C:38](=[O:44])[O:39][C:40]([CH3:43])([CH3:42])[CH3:41])[CH2:32][CH2:31]2)=[C:22]2[S:28][CH:27]=[CH:26][C:23]2=[N:24][CH:25]=1. Given the product [C:1]([CH2:3][C:4]1[N:29]([C@H:30]2[CH2:31][CH2:32][C@H:33]([CH2:36][NH:37][C:38](=[O:44])[O:39][C:40]([CH3:41])([CH3:43])[CH3:42])[CH2:34][CH2:35]2)[C:21]2=[C:22]3[S:28][CH:27]=[CH:26][C:23]3=[N:24][CH:25]=[C:20]2[N:19]=1)#[N:2], predict the reactants needed to synthesize it. (5) Given the product [CH:16]([C:20]1[C:21]([NH:29][CH2:30][C:31]([F:34])([F:32])[F:33])=[N:22][C:23]([S:27]([CH3:28])(=[O:9])=[O:35])=[N:24][C:25]=1[Cl:26])([CH2:18][CH3:19])[CH3:17], predict the reactants needed to synthesize it. The reactants are: ClC1C=CC=C(C(OO)=[O:9])C=1.C(Cl)(Cl)Cl.[CH:16]([C:20]1[C:21]([NH:29][CH2:30][C:31]([F:34])([F:33])[F:32])=[N:22][C:23]([S:27][CH3:28])=[N:24][C:25]=1[Cl:26])([CH2:18][CH3:19])[CH3:17].[OH2:35].